Dataset: Catalyst prediction with 721,799 reactions and 888 catalyst types from USPTO. Task: Predict which catalyst facilitates the given reaction. (1) Reactant: [CH3:1][O:2][C:3](=[O:15])[C:4]1[C:5](=[C:10](I)[CH:11]=[CH:12][CH:13]=1)[C:6]([O:8][CH3:9])=[O:7].[CH3:16][O:17][C:18]1[CH:24]=[C:23]([O:25][CH3:26])[CH:22]=[CH:21][C:19]=1[NH2:20].C1C=CC(P(C2C(C3C(P(C4C=CC=CC=4)C4C=CC=CC=4)=CC=C4C=3C=CC=C4)=C3C(C=CC=C3)=CC=2)C2C=CC=CC=2)=CC=1.C(=O)([O-])[O-].[Cs+].[Cs+]. Product: [CH3:1][O:2][C:3](=[O:15])[C:4]1[C:5](=[C:10]([NH:20][C:19]2[CH:21]=[CH:22][C:23]([O:25][CH3:26])=[CH:24][C:18]=2[O:17][CH3:16])[CH:11]=[CH:12][CH:13]=1)[C:6]([O:8][CH3:9])=[O:7]. The catalyst class is: 835. (2) Reactant: [CH3:1][O:2][C:3](=[O:21])[C:4]([CH3:20])([N+:17]([O-])=O)[CH2:5][C:6]1[C:14]2[C:9](=[CH:10][CH:11]=[C:12]([O:15][CH3:16])[CH:13]=2)[NH:8][CH:7]=1. Product: [CH3:1][O:2][C:3](=[O:21])[C:4]([NH2:17])([CH3:20])[CH2:5][C:6]1[C:14]2[C:9](=[CH:10][CH:11]=[C:12]([O:15][CH3:16])[CH:13]=2)[NH:8][CH:7]=1. The catalyst class is: 5. (3) The catalyst class is: 122. Reactant: Br[C:2]1[CH:7]=[CH:6][C:5]([CH:8]2[CH2:13][C:12]([CH3:27])([S:14]([C:17]3[CH:22]=[CH:21][CH:20]=[C:19]([C:23]([F:26])([F:25])[F:24])[CH:18]=3)(=[O:16])=[O:15])[CH2:11][CH2:10][O:9]2)=[CH:4][N:3]=1.C([O-])([O-])=O.[K+].[K+].[CH3:34][NH2:35].CO. Product: [CH3:34][NH:35][C:2]1[CH:7]=[CH:6][C:5]([CH:8]2[CH2:13][C:12]([CH3:27])([S:14]([C:17]3[CH:22]=[CH:21][CH:20]=[C:19]([C:23]([F:25])([F:26])[F:24])[CH:18]=3)(=[O:16])=[O:15])[CH2:11][CH2:10][O:9]2)=[CH:4][N:3]=1. (4) Reactant: [F:1][C:2]([F:18])([F:17])[C:3]1[CH:4]=[C:5]([CH:8]=[C:9]([C:13]([F:16])([F:15])[F:14])[C:10]=1OC)[CH:6]=[O:7].B(Br)(Br)Br.[OH2:23]. Product: [OH:23][C:4]1[C:3]([C:2]([F:18])([F:17])[F:1])=[CH:10][C:9]([C:13]([F:16])([F:15])[F:14])=[CH:8][C:5]=1[CH:6]=[O:7]. The catalyst class is: 4. (5) Reactant: [NH3:1].[CH2:2]1[CH:8]([S:9](Cl)(=[O:11])=[O:10])[CH2:7][S:4](=[O:6])(=[O:5])[CH2:3]1. Product: [S:4]1(=[O:6])(=[O:5])[CH2:3][CH2:2][CH:8]([S:9]([NH2:1])(=[O:11])=[O:10])[CH2:7]1. The catalyst class is: 169. (6) Reactant: C(N(CC)C(C)C)(C)C.Cl.[F:11][CH2:12][CH2:13][NH2:14].[Cl:15][C:16]1[CH:17]=[C:18]([CH:21]=[CH:22][C:23]=1F)[C:19]#[N:20]. Product: [Cl:15][C:16]1[CH:17]=[C:18]([CH:21]=[CH:22][C:23]=1[NH:14][CH2:13][CH2:12][F:11])[C:19]#[N:20]. The catalyst class is: 58. (7) The catalyst class is: 9. Reactant: [Cl-].[Cl-].[Cl-].[Al+3].[N-:5]=[N+:6]=[N-:7].[Na+].[CH2:9]([O:11][C:12]1[N:16]([CH3:17])[N:15]=[C:14]([C:18]2[CH:23]=[CH:22][C:21]([O:24][CH2:25][C:26]3[C:31]([CH3:32])=[CH:30][CH:29]=[CH:28][C:27]=3[N:33]=[C:34]=[O:35])=[C:20]([CH3:36])[CH:19]=2)[C:13]=1[CH3:37])[CH3:10].N([O-])=O.[Na+].Cl. Product: [CH2:9]([O:11][C:12]1[N:16]([CH3:17])[N:15]=[C:14]([C:18]2[CH:23]=[CH:22][C:21]([O:24][CH2:25][C:26]3[C:31]([CH3:32])=[CH:30][CH:29]=[CH:28][C:27]=3[N:33]3[C:34](=[O:35])[NH:7][N:6]=[N:5]3)=[C:20]([CH3:36])[CH:19]=2)[C:13]=1[CH3:37])[CH3:10]. (8) Reactant: [CH3:1][S:2]([C:5]1[CH:10]=[CH:9][C:8]([CH:11]=[CH:12][C:13]([OH:15])=O)=[CH:7][CH:6]=1)(=[O:4])=[O:3].S(Cl)(Cl)=O.CCN(C(C)C)C(C)C.[CH3:29][N:30]1[C@H:34]([CH3:35])[C@H:33]([C:36]2[CH:41]=[CH:40][CH:39]=[CH:38][CH:37]=2)[NH:32][C:31]1=[O:42]. Product: [CH3:1][S:2]([C:5]1[CH:6]=[CH:7][C:8](/[CH:11]=[CH:12]/[C:13]([N:32]2[C@@H:33]([C:36]3[CH:41]=[CH:40][CH:39]=[CH:38][CH:37]=3)[C@@H:34]([CH3:35])[N:30]([CH3:29])[C:31]2=[O:42])=[O:15])=[CH:9][CH:10]=1)(=[O:3])=[O:4]. The catalyst class is: 2. (9) Reactant: Cl[C:2]1[N:7]=[CH:6][N:5]=[C:4]([O:8][C:9]2[CH:10]=[C:11]3[C:16](=[CH:17][CH:18]=2)[N:15]=[CH:14][CH:13]=[CH:12]3)[CH:3]=1.[N-:19]=[N+:20]=[N-:21].[Na+]. Product: [N:19]([C:2]1[N:7]=[CH:6][N:5]=[C:4]([O:8][C:9]2[CH:10]=[C:11]3[C:16](=[CH:17][CH:18]=2)[N:15]=[CH:14][CH:13]=[CH:12]3)[CH:3]=1)=[N+:20]=[N-:21]. The catalyst class is: 173. (10) Product: [CH3:8][O:9][C:10]1[CH:11]=[CH:12][C:13]([C:2]2[S:3][CH:4]=[C:5]([C:13]3[CH:12]=[CH:11][C:10]([O:9][CH3:8])=[CH:15][CH:14]=3)[N:6]=2)=[CH:14][CH:15]=1. Reactant: Br[C:2]1[S:3][CH:4]=[C:5](Br)[N:6]=1.[CH3:8][O:9][C:10]1[CH:11]=[C:12](B(O)O)[CH:13]=[CH:14][CH:15]=1. The catalyst class is: 195.